From a dataset of M1 muscarinic receptor antagonist screen with 61,756 compounds. Binary Classification. Given a drug SMILES string, predict its activity (active/inactive) in a high-throughput screening assay against a specified biological target. The molecule is Brc1oc(c2oc(nn2)c2cc3OCOc3cc2)cc1. The result is 0 (inactive).